This data is from Catalyst prediction with 721,799 reactions and 888 catalyst types from USPTO. The task is: Predict which catalyst facilitates the given reaction. (1) The catalyst class is: 887. Reactant: Br[C:2]1[CH:3]=[C:4]([CH:25]=[CH:26][N:27]=1)[C:5]([NH:7][C:8]1[S:9][C:10]2[C:16]([CH:17]3[CH2:22][CH2:21][O:20][CH2:19][CH2:18]3)=[CH:15][CH:14]=[C:13]([O:23][CH3:24])[C:11]=2[N:12]=1)=[O:6].[H-].[Na+].[CH2:30]([OH:32])[CH3:31]. Product: [CH2:30]([O:32][C:2]1[CH:3]=[C:4]([CH:25]=[CH:26][N:27]=1)[C:5]([NH:7][C:8]1[S:9][C:10]2[C:16]([CH:17]3[CH2:22][CH2:21][O:20][CH2:19][CH2:18]3)=[CH:15][CH:14]=[C:13]([O:23][CH3:24])[C:11]=2[N:12]=1)=[O:6])[CH3:31]. (2) Reactant: [OH-:1].[Na+].[CH:3]1[CH:8]=[CH:7][C:6]([CH2:9][C:10]2[C:15]([OH:16])=[CH:14][CH:13]=[CH:12][CH:11]=2)=[CH:5][CH:4]=1.[CH:17](Cl)(Cl)Cl.Cl. Product: [C:6]1([CH2:9][C:10]2[CH:11]=[CH:12][CH:13]=[C:14]([CH:17]=[O:1])[C:15]=2[OH:16])[CH:5]=[CH:4][CH:3]=[CH:8][CH:7]=1. The catalyst class is: 97. (3) Reactant: [C:1]([N:8]1[CH2:13][CH2:12][NH:11][CH2:10][CH2:9]1)([O:3][C:4]([CH3:7])([CH3:6])[CH3:5])=[O:2].C(O[BH-](O[C:24](=O)[CH3:25])OC(=O)C)(=O)C.[Na+]. Product: [CH3:1][N:8]1[CH:9]=[CH:10][N:11]=[C:24]1[CH2:25][N:11]1[CH2:10][CH2:9][N:8]([C:1]([O:3][C:4]([CH3:7])([CH3:6])[CH3:5])=[O:2])[CH2:13][CH2:12]1. The catalyst class is: 26. (4) Reactant: [C:1]([O:5][C:6]([N:8]1[CH:13]2[CH2:14][CH2:15][CH:9]1[CH2:10][C:11](=[O:16])[CH2:12]2)=[O:7])([CH3:4])([CH3:3])[CH3:2].[C:17]([Mg]Br)#[CH:18]. Product: [C:1]([O:5][C:6]([N:8]1[CH:13]2[CH2:14][CH2:15][CH:9]1[CH2:10][C:11]([C:17]#[CH:18])([OH:16])[CH2:12]2)=[O:7])([CH3:4])([CH3:2])[CH3:3]. The catalyst class is: 7. (5) Reactant: [N+:1]([C:4]1[CH:5]=[CH:6][C:7]([NH:10][C:11](=[O:19])[CH2:12][C:13]2[CH:18]=[CH:17][CH:16]=[CH:15][CH:14]=2)=[N:8][CH:9]=1)([O-])=O.C([O-])=O.[NH4+]. Product: [NH2:1][C:4]1[CH:5]=[CH:6][C:7]([NH:10][C:11](=[O:19])[CH2:12][C:13]2[CH:14]=[CH:15][CH:16]=[CH:17][CH:18]=2)=[N:8][CH:9]=1. The catalyst class is: 579. (6) Reactant: [C:1]([O:5][C:6](=[O:16])[NH:7][C:8]1[CH:13]=[C:12]([Cl:14])[CH:11]=[C:10]([Cl:15])[CH:9]=1)([CH3:4])([CH3:3])[CH3:2].[H-].[Na+].[CH2:19](I)[CH:20]=[CH2:21]. Product: [C:1]([O:5][C:6](=[O:16])[N:7]([CH2:21][CH:20]=[CH2:19])[C:8]1[CH:13]=[C:12]([Cl:14])[CH:11]=[C:10]([Cl:15])[CH:9]=1)([CH3:4])([CH3:2])[CH3:3]. The catalyst class is: 31. (7) Reactant: [C:1]([O:5][C:6]([N:8]1[CH2:13][CH2:12][CH:11]([C:14]2[O:15][CH:16]=[CH:17][C:18]=2[C:19](OC)=[O:20])[CH2:10][CH2:9]1)=[O:7])([CH3:4])([CH3:3])[CH3:2].[H-].[H-].[H-].[H-].[Li+].[Al+3].O.[OH-].[Na+]. Product: [C:1]([O:5][C:6]([N:8]1[CH2:13][CH2:12][CH:11]([C:14]2[O:15][CH:16]=[CH:17][C:18]=2[CH2:19][OH:20])[CH2:10][CH2:9]1)=[O:7])([CH3:4])([CH3:2])[CH3:3]. The catalyst class is: 1.